From a dataset of Reaction yield outcomes from USPTO patents with 853,638 reactions. Predict the reaction yield, written as a fraction of the theoretical maximum amount of product (1.0 means a 100% yield; for example, 0.34 means a 34% yield). (1) The reactants are Br[C:2]1[CH:3]=[C:4]2[C:9](=[CH:10][CH:11]=1)[N:8]([CH3:12])[CH:7]=[C:6]([N:13]([CH3:19])[C:14]([CH:16]1[CH2:18][CH2:17]1)=[O:15])[C:5]2=[O:20].[CH3:21][N:22]1[CH:26]=[C:25]([C:27]2[CH:28]=[CH:29][C:30]3[N:31]([C:33]([SH:36])=[N:34][N:35]=3)[CH:32]=2)[CH:24]=[N:23]1.C1(P(C2C=CC=CC=2)C2C3OC4C(=CC=CC=4P(C4C=CC=CC=4)C4C=CC=CC=4)C(C)(C)C=3C=CC=2)C=CC=CC=1.CC(C)([O-])C.[Na+]. The catalyst is CN(C)C=O. The product is [CH3:19][N:13]([C:6]1[C:5](=[O:20])[C:4]2[C:9](=[CH:10][CH:11]=[C:2]([S:36][C:33]3[N:31]4[CH:32]=[C:27]([C:25]5[CH:24]=[N:23][N:22]([CH3:21])[CH:26]=5)[CH:28]=[CH:29][C:30]4=[N:35][N:34]=3)[CH:3]=2)[N:8]([CH3:12])[CH:7]=1)[C:14]([CH:16]1[CH2:18][CH2:17]1)=[O:15]. The yield is 0.150. (2) The reactants are [N+:1]([C:4]1[CH:5]=[C:6]([C:10]2[CH2:11][CH2:12][N:13]([CH2:16][CH2:17][CH2:18][NH:19]C(=O)OC(C)(C)C)[CH2:14][CH:15]=2)[CH:7]=[CH:8][CH:9]=1)([O-:3])=[O:2].Cl. The catalyst is O1CCOCC1. The product is [N+:1]([C:4]1[CH:5]=[C:6]([C:10]2[CH2:15][CH2:14][N:13]([CH2:16][CH2:17][CH2:18][NH2:19])[CH2:12][CH:11]=2)[CH:7]=[CH:8][CH:9]=1)([O-:3])=[O:2]. The yield is 0.970. (3) The reactants are [H-].[Na+].[CH3:3][C:4]1[C:12]2[C:7](=[N:8][CH:9]=[N:10][C:11]=2[NH2:13])[NH:6][N:5]=1.[Cl:14][C:15]1[C:16]([CH3:37])=[C:17]([CH:26]2[CH2:29][N:28]([C:30]([O:32][C:33]([CH3:36])([CH3:35])[CH3:34])=[O:31])[CH2:27]2)[C:18]([O:24][CH3:25])=[C:19]([CH:21](Cl)[CH3:22])[CH:20]=1. The catalyst is CN(C)C=O.O. The product is [NH2:13][C:11]1[N:10]=[CH:9][N:8]=[C:7]2[N:6]([CH:21]([C:19]3[C:18]([O:24][CH3:25])=[C:17]([CH:26]4[CH2:27][N:28]([C:30]([O:32][C:33]([CH3:35])([CH3:34])[CH3:36])=[O:31])[CH2:29]4)[C:16]([CH3:37])=[C:15]([Cl:14])[CH:20]=3)[CH3:22])[N:5]=[C:4]([CH3:3])[C:12]=12. The yield is 0.590. (4) The reactants are C[O:2][C:3](=[O:16])[CH:4]([Cl:15])[CH2:5][C:6]1[CH:11]=[C:10]([Br:12])[C:9]([OH:13])=[C:8]([Br:14])[CH:7]=1.C(=O)([O-])[O-].[K+].[K+].[Br:23][C:24]1[CH:25]=[C:26]([CH:29]=[CH:30][CH:31]=1)[CH2:27]Br. The catalyst is CC(C)=O. The product is [Cl:15][CH:4]([CH2:5][C:6]1[CH:11]=[C:10]([Br:12])[C:9]([O:13][CH2:27][C:26]2[CH:29]=[CH:30][CH:31]=[C:24]([Br:23])[CH:25]=2)=[C:8]([Br:14])[CH:7]=1)[C:3]([OH:2])=[O:16]. The yield is 0.510. (5) The reactants are [CH2:1]([C:3]1[CH:8]=[CH:7][CH:6]=[C:5]([CH3:9])[C:4]=1I)[CH3:2].C(#N)C.C(N(CC)CC)C.[C]=[O:22].C([O:25][CH2:26]C)C. The catalyst is [OH-].[Na+].CC([O-])=O.CC([O-])=O.[Pd+2].C1C=CC(P(C2C=CC=CC=2)CCCP(C2C=CC=CC=2)C2C=CC=CC=2)=CC=1.O. The product is [CH2:1]([C:3]1[CH:8]=[CH:7][CH:6]=[C:5]([CH3:9])[C:4]=1[C:26]([OH:25])=[O:22])[CH3:2]. The yield is 0.725.